This data is from Reaction yield outcomes from USPTO patents with 853,638 reactions. The task is: Predict the reaction yield, written as a fraction of the theoretical maximum amount of product (1.0 means a 100% yield; for example, 0.34 means a 34% yield). (1) The yield is 0.700. The product is [NH:20]1[CH:21]=[CH:22][C:18]([NH:17][C:2]2[C:11]3[C:6](=[CH:7][CH:8]=[CH:9][CH:10]=3)[N:5]=[C:4]([C:12]([O:14][CH2:15][CH3:16])=[O:13])[N:3]=2)=[N:19]1. The catalyst is CN(C)C=O.O. The reactants are Cl[C:2]1[C:11]2[C:6](=[CH:7][CH:8]=[CH:9][CH:10]=2)[N:5]=[C:4]([C:12]([O:14][CH2:15][CH3:16])=[O:13])[N:3]=1.[NH2:17][C:18]1[CH:22]=[CH:21][NH:20][N:19]=1.[I-].[K+].CCN(C(C)C)C(C)C. (2) The reactants are [C:1]12([CH2:11][O:12][C:13]3[C:21]([Cl:22])=[CH:20][C:16]([C:17](O)=[O:18])=[C:15]([F:23])[CH:14]=3)[CH2:10][CH:5]3[CH2:6][CH:7]([CH2:9][CH:3]([CH2:4]3)[CH2:2]1)[CH2:8]2.C(N=C=NCCCN(C)C)C.[N:35]1([S:41]([NH2:44])(=[O:43])=[O:42])[CH2:40][CH2:39][O:38][CH2:37][CH2:36]1. The catalyst is CN(C)C1C=CN=CC=1.ClCCl. The product is [C:1]12([CH2:11][O:12][C:13]3[C:21]([Cl:22])=[CH:20][C:16]([C:17]([NH:44][S:41]([N:35]4[CH2:40][CH2:39][O:38][CH2:37][CH2:36]4)(=[O:43])=[O:42])=[O:18])=[C:15]([F:23])[CH:14]=3)[CH2:8][CH:7]3[CH2:9][CH:3]([CH2:4][CH:5]([CH2:6]3)[CH2:10]1)[CH2:2]2. The yield is 0.200. (3) The product is [CH3:3][CH:2]([N:4]1[C:8]([C:9]2[N:10]=[C:11]3[N:21]([CH:22]=2)[CH2:20][CH2:19][O:18][C:17]2[C:12]3=[CH:13][N:14]=[C:15]([N:23]3[CH2:27][CH2:26][CH2:25][CH:24]3[CH:28]=[O:29])[CH:16]=2)=[N:7][CH:6]=[N:5]1)[CH3:1]. The catalyst is C(OCC)(=O)C. The yield is 0.920. The reactants are [CH3:1][CH:2]([N:4]1[C:8]([C:9]2[N:10]=[C:11]3[N:21]([CH:22]=2)[CH2:20][CH2:19][O:18][C:17]2[C:12]3=[CH:13][N:14]=[C:15]([N:23]3[CH2:27][CH2:26][CH2:25][CH:24]3[CH2:28][OH:29])[CH:16]=2)=[N:7][CH:6]=[N:5]1)[CH3:3].IC1C=CC=CC=1C(O)=O. (4) The reactants are [H-].[Na+].[Br:3][C:4]1[CH:5]=[C:6]([CH:9]=[O:10])[NH:7][CH:8]=1.[C:11]1([CH3:21])[CH:16]=[CH:15][C:14]([S:17](Cl)(=[O:19])=[O:18])=[CH:13][CH:12]=1. The catalyst is C1COCC1. The product is [CH3:21][C:11]1[CH:16]=[CH:15][C:14]([S:17]([N:7]2[C:6]([CH:9]=[O:10])=[CH:5][C:4]([Br:3])=[CH:8]2)(=[O:19])=[O:18])=[CH:13][CH:12]=1. The yield is 0.680. (5) The reactants are [C:1](#[N:5])[CH:2]([CH3:4])[CH3:3].C[Si]([N-][Si](C)(C)C)(C)C.[K+].Br[C:17]1[CH:22]=[CH:21][CH:20]=[C:19]([Br:23])[N:18]=1. The catalyst is C1(C)C=CC=CC=1.CCOCC. The product is [Br:23][C:19]1[N:18]=[C:17]([C:2]([CH3:4])([CH3:3])[C:1]#[N:5])[CH:22]=[CH:21][CH:20]=1. The yield is 0.280. (6) The reactants are [C:1]([C:5]1[CH:10]=[C:9]([C:11]2[CH:16]=[CH:15][CH:14]=[CH:13][C:12]=2[O:17][CH2:18][CH3:19])[C:8]([N+:20]([O-])=O)=[CH:7][C:6]=1[OH:23])([CH3:4])([CH3:3])[CH3:2]. The catalyst is CO.[Ni]. The product is [C:1]([C:5]1[CH:10]=[C:9]([C:11]2[CH:16]=[CH:15][CH:14]=[CH:13][C:12]=2[O:17][CH2:18][CH3:19])[C:8]([NH2:20])=[CH:7][C:6]=1[OH:23])([CH3:3])([CH3:2])[CH3:4]. The yield is 0.920.